From a dataset of Forward reaction prediction with 1.9M reactions from USPTO patents (1976-2016). Predict the product of the given reaction. The product is: [CH:1]1([O:4][C:5]2[CH:6]=[C:7]([C:15]3[N:32]([CH2:33][O:34][CH2:35][CH2:36][Si:37]([CH3:40])([CH3:39])[CH3:38])[C:18]4[CH:19]=[N:20][N:21]([CH2:24][O:25][CH2:26][CH2:27][Si:28]([CH3:31])([CH3:29])[CH3:30])[C:22](=[O:23])[C:17]=4[C:16]=3[CH:41]([OH:42])[C:46]#[C:45][CH:44]([CH3:49])[CH3:43])[CH:8]=[CH:9][C:10]=2[O:11][CH:12]([F:13])[F:14])[CH2:2][CH2:3]1. Given the reactants [CH:1]1([O:4][C:5]2[CH:6]=[C:7]([C:15]3[N:32]([CH2:33][O:34][CH2:35][CH2:36][Si:37]([CH3:40])([CH3:39])[CH3:38])[C:18]4[CH:19]=[N:20][N:21]([CH2:24][O:25][CH2:26][CH2:27][Si:28]([CH3:31])([CH3:30])[CH3:29])[C:22](=[O:23])[C:17]=4[C:16]=3[CH:41]=[O:42])[CH:8]=[CH:9][C:10]=2[O:11][CH:12]([F:14])[F:13])[CH2:3][CH2:2]1.[CH3:43][CH:44]([CH3:49])[C:45]#[C:46][Mg]Br.C([Mg]Br)C.CC(C)C#C.C([Mg]Br)#C, predict the reaction product.